From a dataset of Forward reaction prediction with 1.9M reactions from USPTO patents (1976-2016). Predict the product of the given reaction. (1) Given the reactants [Br:1][C:2]1[C:10]2[C:5](=[N:6][C:7]([NH2:12])=[N:8][C:9]=2Cl)[N:4]([CH3:13])[N:3]=1.[CH2:14]([NH2:21])[C:15]1[CH:20]=[CH:19][CH:18]=[CH:17][CH:16]=1, predict the reaction product. The product is: [CH2:14]([NH:21][C:9]1[N:8]=[C:7]([NH2:12])[N:6]=[C:5]2[N:4]([CH3:13])[N:3]=[C:2]([Br:1])[C:10]=12)[C:15]1[CH:20]=[CH:19][CH:18]=[CH:17][CH:16]=1. (2) The product is: [C:1]([N:4]1[C:12]2[C:7](=[CH:8][CH:9]=[C:10]([C:13]#[N:14])[CH:11]=2)[C:6](=[C:21]([OH:22])[C:20]2[CH:24]=[CH:25][C:26]([O:27][CH3:28])=[C:18]([O:17][CH3:16])[CH:19]=2)[C:5]1=[O:15])(=[O:3])[CH3:2]. Given the reactants [C:1]([N:4]1[C:12]2[C:7](=[CH:8][CH:9]=[C:10]([C:13]#[N:14])[CH:11]=2)[CH2:6][C:5]1=[O:15])(=[O:3])[CH3:2].[CH3:16][O:17][C:18]1[CH:19]=[C:20]([CH:24]=[CH:25][C:26]=1[O:27][CH3:28])[C:21](O)=[O:22], predict the reaction product. (3) Given the reactants C([O:3][C:4](=[O:25])[CH2:5][N:6]1[CH2:11][CH2:10][CH:9]([O:12][C:13]2[CH:14]=[C:15]3[C:20](=[CH:21][C:22]=2[Cl:23])[C:19](=[O:24])[NH:18][CH:17]=[CH:16]3)[CH2:8][CH2:7]1)C.[OH-].[Na+], predict the reaction product. The product is: [Cl:23][C:22]1[CH:21]=[C:20]2[C:15]([CH:16]=[CH:17][NH:18][C:19]2=[O:24])=[CH:14][C:13]=1[O:12][CH:9]1[CH2:8][CH2:7][N:6]([CH2:5][C:4]([OH:25])=[O:3])[CH2:11][CH2:10]1.